Dataset: TCR-epitope binding with 47,182 pairs between 192 epitopes and 23,139 TCRs. Task: Binary Classification. Given a T-cell receptor sequence (or CDR3 region) and an epitope sequence, predict whether binding occurs between them. (1) The epitope is LPPAYTNSF. The TCR CDR3 sequence is CASSLSAGVTYNEQFF. Result: 0 (the TCR does not bind to the epitope). (2) The epitope is KRWIILGLNK. The TCR CDR3 sequence is CASSTGGGTEAFF. Result: 0 (the TCR does not bind to the epitope). (3) The epitope is TVYDPLQPELDSFK. The TCR CDR3 sequence is CSASPSGPYNEQFF. Result: 1 (the TCR binds to the epitope). (4) The epitope is KLPDDFTGCV. The TCR CDR3 sequence is CASSLAGQPQHF. Result: 1 (the TCR binds to the epitope). (5) The epitope is KLGGALQAK. The TCR CDR3 sequence is CATRETPAGKNIQYF. Result: 1 (the TCR binds to the epitope). (6) The epitope is KLSYGIATV. The TCR CDR3 sequence is CASSSSGTVAKNIQYF. Result: 0 (the TCR does not bind to the epitope). (7) The epitope is PKYVKQNTLKLAT. The TCR CDR3 sequence is CASSSQGLHEQYF. Result: 1 (the TCR binds to the epitope).